The task is: Predict the reaction yield, written as a fraction of the theoretical maximum amount of product (1.0 means a 100% yield; for example, 0.34 means a 34% yield).. This data is from Reaction yield outcomes from USPTO patents with 853,638 reactions. (1) The reactants are Cl[P:2]([C:9]1[CH:14]=[CH:13][CH:12]=[CH:11][CH:10]=1)[C:3]1[CH:8]=[CH:7][CH:6]=[CH:5][CH:4]=1.C(N([CH2:20][CH3:21])CC)C.[CH3:22][O:23][CH2:24][CH2:25][NH2:26].C(Cl)Cl. The catalyst is C1(C)C=CC=CC=1. The product is [P:2]([N:26]([P:2]([C:21]1[CH:20]=[CH:14][CH:9]=[CH:10][CH:11]=1)[C:3]1[CH:8]=[CH:7][CH:6]=[CH:5][CH:4]=1)[CH2:25][CH2:24][O:23][CH3:22])([C:9]1[CH:14]=[CH:13][CH:12]=[CH:11][CH:10]=1)[C:3]1[CH:8]=[CH:7][CH:6]=[CH:5][CH:4]=1. The yield is 0.630. (2) The reactants are CS(O[CH2:6][C@H:7]1[O:12][CH2:11][CH2:10][N:9]([C:13]([O:15][C:16]([CH3:19])([CH3:18])[CH3:17])=[O:14])[CH2:8]1)(=O)=O.[CH3:20][C:21]1([CH3:33])[C:25]([CH3:27])([CH3:26])[O:24][B:23]([C:28]2[CH:29]=[N:30][NH:31][CH:32]=2)[O:22]1.C(=O)([O-])[O-].[Ce+3].C(=O)([O-])[O-].C(=O)([O-])[O-].[Ce+3]. The catalyst is C(#N)C. The product is [CH3:20][C:21]1([CH3:33])[C:25]([CH3:26])([CH3:27])[O:24][B:23]([C:28]2[CH:32]=[N:31][N:30]([CH2:6][C@H:7]3[O:12][CH2:11][CH2:10][N:9]([C:13]([O:15][C:16]([CH3:17])([CH3:18])[CH3:19])=[O:14])[CH2:8]3)[CH:29]=2)[O:22]1. The yield is 0.520. (3) The reactants are Cl[C:2]1[N:7]=[C:6]([O:8][CH3:9])[N:5]=[C:4]([NH:10][CH2:11][CH2:12][C:13]2[CH:18]=[CH:17][C:16]([Cl:19])=[CH:15][C:14]=2[Cl:20])[CH:3]=1.[NH:21]1[CH2:29][CH2:28][CH2:27][CH:23]([C:24]([OH:26])=[O:25])[CH2:22]1.C([O-])([O-])=O.[K+].[K+].Cl. The catalyst is O.CN1CCCC1=O. The product is [Cl:20][C:14]1[CH:15]=[C:16]([Cl:19])[CH:17]=[CH:18][C:13]=1[CH2:12][CH2:11][NH:10][C:4]1[N:5]=[C:6]([O:8][CH3:9])[N:7]=[C:2]([N:21]2[CH2:29][CH2:28][CH2:27][CH:23]([C:24]([OH:26])=[O:25])[CH2:22]2)[CH:3]=1. The yield is 0.470.